Dataset: Full USPTO retrosynthesis dataset with 1.9M reactions from patents (1976-2016). Task: Predict the reactants needed to synthesize the given product. (1) Given the product [Br:1][C:2]1[C:3]([O:9][CH3:10])=[CH:4][C:5]([F:8])=[C:6]([CH:7]=1)[CH:11]=[O:12], predict the reactants needed to synthesize it. The reactants are: [Br:1][C:2]1[CH:7]=[CH:6][C:5]([F:8])=[CH:4][C:3]=1[O:9][CH3:10].[CH3:11][O:12]C(Cl)Cl. (2) The reactants are: [F:1][C:2]1[CH:45]=[CH:44][C:5]([CH2:6][C:7]2[N:11]([CH2:12][C:13]([O:15]C(C)(C)C)=[O:14])[N:10]=[C:9]([C:20]3[N:21]=[CH:22][N:23](C(C4C=CC=CC=4)(C4C=CC=CC=4)C4C=CC=CC=4)[CH:24]=3)[CH:8]=2)=[CH:4][CH:3]=1.C(O)(C(F)(F)F)=O. Given the product [F:1][C:2]1[CH:45]=[CH:44][C:5]([CH2:6][C:7]2[N:11]([CH2:12][C:13]([OH:15])=[O:14])[N:10]=[C:9]([C:20]3[N:21]=[CH:22][NH:23][CH:24]=3)[CH:8]=2)=[CH:4][CH:3]=1, predict the reactants needed to synthesize it. (3) Given the product [CH3:1][S:2]([C:5]1[N:10]=[CH:9][C:8]([O:11][C:12]2[CH:13]=[C:14]3[C:18](=[C:19]([O:21][CH:22]4[CH2:27][CH2:26][O:25][CH2:24][CH2:23]4)[CH:20]=2)[NH:17][C:16]([C:28]2[S:29][CH:30]([CH2:33][C:34]([N:60]4[CH2:65][CH2:64][O:63][CH2:62][CH2:61]4)=[O:35])[CH2:31][N:32]=2)=[CH:15]3)=[CH:7][CH:6]=1)(=[O:3])=[O:4], predict the reactants needed to synthesize it. The reactants are: [CH3:1][S:2]([C:5]1[N:10]=[CH:9][C:8]([O:11][C:12]2[CH:13]=[C:14]3[C:18](=[C:19]([O:21][CH:22]4[CH2:27][CH2:26][O:25][CH2:24][CH2:23]4)[CH:20]=2)[NH:17][C:16]([C:28]2[S:29][CH:30]([CH2:33][C:34](O)=[O:35])[CH2:31][N:32]=2)=[CH:15]3)=[CH:7][CH:6]=1)(=[O:4])=[O:3].O.ON1C2C=CC=CC=2N=N1.Cl.C(N=C=NCCCN(C)C)C.[NH:60]1[CH2:65][CH2:64][O:63][CH2:62][CH2:61]1. (4) Given the product [CH:27]1([C:7]2[CH:19]=[C:18]3[C:10]([C:11](=[O:20])[CH2:12][C:13]4([O:17]3)[CH2:16][CH2:15][CH2:14]4)=[C:9]([OH:21])[CH:8]=2)[CH2:31][CH2:30][CH2:29][CH2:28]1, predict the reactants needed to synthesize it. The reactants are: FC(F)(F)S(O[C:7]1[CH:19]=[C:18]2[C:10]([C:11](=[O:20])[CH2:12][C:13]3([O:17]2)[CH2:16][CH2:15][CH2:14]3)=[C:9]([OH:21])[CH:8]=1)(=O)=O.[Cl-].[Li+].[Br-].[CH:27]1([Zn+])[CH2:31][CH2:30][CH2:29][CH2:28]1.[Cl-].[NH4+]. (5) Given the product [Cl:18][C:15]1[CH:16]=[CH:17][C:12]([C:10]2[C:9]3[C:4](=[CH:5][CH:6]=[CH:7][CH:8]=3)[C:3](=[O:19])[N:2]([NH:1][C:29](=[O:30])[CH2:28][C:25]3[CH:24]=[CH:23][C:22]([C:21]([F:32])([F:20])[F:33])=[CH:27][CH:26]=3)[N:11]=2)=[CH:13][CH:14]=1, predict the reactants needed to synthesize it. The reactants are: [NH2:1][N:2]1[N:11]=[C:10]([C:12]2[CH:17]=[CH:16][C:15]([Cl:18])=[CH:14][CH:13]=2)[C:9]2[C:4](=[CH:5][CH:6]=[CH:7][CH:8]=2)[C:3]1=[O:19].[F:20][C:21]([F:33])([F:32])[C:22]1[CH:27]=[CH:26][C:25]([CH2:28][C:29](O)=[O:30])=[CH:24][CH:23]=1. (6) Given the product [ClH:38].[CH3:14][C:12]1[N:13]=[C:9]([NH:8][C:5]2[N:6]=[CH:7][C:2]([CH:35]([CH:32]3[CH2:33][CH2:34][O:29][CH2:30][CH2:31]3)[OH:36])=[CH:3][C:4]=2[S:15][C:16]2[CH:21]=[CH:20][CH:19]=[CH:18][CH:17]=2)[S:10][CH:11]=1, predict the reactants needed to synthesize it. The reactants are: Br[C:2]1[CH:3]=[C:4]([S:15][C:16]2[CH:21]=[CH:20][CH:19]=[CH:18][CH:17]=2)[C:5]([NH:8][C:9]2[S:10][CH:11]=[C:12]([CH3:14])[N:13]=2)=[N:6][CH:7]=1.C[Li].C([Li])CCC.[O:29]1[CH2:34][CH2:33][CH:32]([CH:35]=[O:36])[CH2:31][CH2:30]1.[NH4+].[Cl-:38].Cl. (7) Given the product [CH3:11][C:12]1([C:18]([OH:20])=[O:19])[CH2:17][CH2:16][CH2:15][N:14]([C:2]2[CH:7]=[CH:6][N:5]=[CH:4][C:3]=2[N+:8]([O-:10])=[O:9])[CH2:13]1, predict the reactants needed to synthesize it. The reactants are: Cl[C:2]1[CH:7]=[CH:6][N:5]=[CH:4][C:3]=1[N+:8]([O-:10])=[O:9].[CH3:11][C:12]1([C:18]([OH:20])=[O:19])[CH2:17][CH2:16][CH2:15][NH:14][CH2:13]1.CCN(C(C)C)C(C)C. (8) Given the product [C:24]([NH:23][C:19]1[CH:18]=[C:17]([C:7]2[S:6][C:5]([C:9]([O:11][CH2:12][CH3:13])=[O:10])=[C:4]([I:14])[C:3]=2[C:1]#[N:2])[CH:22]=[CH:21][N:20]=1)(=[O:26])[CH3:25], predict the reactants needed to synthesize it. The reactants are: [C:1]([C:3]1[C:4]([I:14])=[C:5]([C:9]([O:11][CH2:12][CH3:13])=[O:10])[S:6][C:7]=1I)#[N:2].C[Sn](C)(C)[C:17]1[CH:22]=[CH:21][N:20]=[C:19]([NH:23][C:24](=[O:26])[CH3:25])[CH:18]=1.[Cl-].[Li+].